Dataset: Catalyst prediction with 721,799 reactions and 888 catalyst types from USPTO. Task: Predict which catalyst facilitates the given reaction. (1) Reactant: Cl[C:2]1[N:7]=[CH:6][C:5]([S:8]([NH:11][C:12]2[C:21]([NH:22][C:23]3[CH:28]=[C:27]([O:29][CH3:30])[CH:26]=[C:25]([O:31][CH3:32])[CH:24]=3)=[N:20][C:19]3[C:14](=[CH:15][CH:16]=[CH:17][CH:18]=3)[N:13]=2)(=[O:10])=[O:9])=[CH:4][CH:3]=1.[CH3:33][N:34]([CH3:38])[CH2:35][CH2:36][NH2:37]. Product: [CH3:32][O:31][C:25]1[CH:24]=[C:23]([NH:22][C:21]2[C:12]([NH:11][S:8]([C:5]3[CH:6]=[N:7][C:2]([NH:37][CH2:36][CH2:35][N:34]([CH3:38])[CH3:33])=[CH:3][CH:4]=3)(=[O:10])=[O:9])=[N:13][C:14]3[C:19]([N:20]=2)=[CH:18][CH:17]=[CH:16][CH:15]=3)[CH:28]=[C:27]([O:29][CH3:30])[CH:26]=1. The catalyst class is: 3. (2) Reactant: [C:1]([CH2:3][NH:4][C:5]([C@@H:7]1[CH2:12][CH2:11][CH2:10][CH2:9][C@@H:8]1[NH:13][C:14]([C:16]1[N:17]([CH2:26][CH2:27][O:28]C[Si](C(C)C)(C(C)C)C(C)C)[C:18]2[C:23]([CH:24]=1)=[CH:22][CH:21]=[C:20]([Cl:25])[CH:19]=2)=[O:15])=[O:6])#[N:2].[F-].C([N+](CCCC)(CCCC)CCCC)CCC. Product: [C:1]([CH2:3][NH:4][C:5]([C@@H:7]1[CH2:12][CH2:11][CH2:10][CH2:9][C@@H:8]1[NH:13][C:14]([C:16]1[N:17]([CH2:26][CH2:27][OH:28])[C:18]2[C:23]([CH:24]=1)=[CH:22][CH:21]=[C:20]([Cl:25])[CH:19]=2)=[O:15])=[O:6])#[N:2]. The catalyst class is: 1.